Dataset: Catalyst prediction with 721,799 reactions and 888 catalyst types from USPTO. Task: Predict which catalyst facilitates the given reaction. (1) Reactant: [OH:1][C:2]([CH3:26])([CH3:25])[C@H:3]([NH:17]C(=O)OC(C)(C)C)[C:4]1[CH:9]=[CH:8][C:7]([O:10][CH2:11][CH:12]([CH3:16])[CH2:13][CH2:14][CH3:15])=[CH:6][CH:5]=1.C(O)(C(F)(F)F)=O. Product: [NH2:17][C@H:3]([C:4]1[CH:5]=[CH:6][C:7]([O:10][CH2:11][CH:12]([CH3:16])[CH2:13][CH2:14][CH3:15])=[CH:8][CH:9]=1)[C:2]([CH3:26])([OH:1])[CH3:25]. The catalyst class is: 4. (2) The catalyst class is: 121. Product: [O:24]1[CH2:25][CH2:26][N:27]([CH2:30][C:31]2[CH:37]=[CH:36][C:34]([NH:35]/[C:13](=[C:6]3\[C:5](=[O:23])[NH:4][C:12]4[C:7]\3=[CH:8][CH:9]=[CH:10][CH:11]=4)/[C:14]3[CH:15]=[CH:16][CH:17]=[CH:18][CH:19]=3)=[CH:33][CH:32]=2)[CH2:28][CH2:29]1. Reactant: C([N:4]1[C:12]2[C:7](=[CH:8][CH:9]=[CH:10][CH:11]=2)[C:6](=[C:13](OCC)[C:14]2[CH:19]=[CH:18][CH:17]=[CH:16][CH:15]=2)[C:5]1=[O:23])(=O)C.[O:24]1[CH2:29][CH2:28][N:27]([CH2:30][C:31]2[CH:37]=[CH:36][C:34]([NH2:35])=[CH:33][CH:32]=2)[CH2:26][CH2:25]1.[OH-].[Na+]. (3) Reactant: [CH2:1]([O:3][C:4](=[O:25])[C:5]1[CH:10]=[CH:9][CH:8]=[C:7]([N:11]2[C:15]([CH3:16])=[CH:14][CH:13]=[C:12]2[C:17]2[CH:22]=[C:21]([Br:23])[CH:20]=[CH:19][C:18]=2[OH:24])[CH:6]=1)[CH3:2].C([O-])([O-])=O.[K+].[K+].[F:32][C:33]1[CH:40]=[C:39]([F:41])[CH:38]=[CH:37][C:34]=1[CH2:35]Br. Product: [CH2:1]([O:3][C:4](=[O:25])[C:5]1[CH:10]=[CH:9][CH:8]=[C:7]([N:11]2[C:15]([CH3:16])=[CH:14][CH:13]=[C:12]2[C:17]2[CH:22]=[C:21]([Br:23])[CH:20]=[CH:19][C:18]=2[O:24][CH2:35][C:34]2[CH:37]=[CH:38][C:39]([F:41])=[CH:40][C:33]=2[F:32])[CH:6]=1)[CH3:2]. The catalyst class is: 3. (4) Reactant: [H-].[Al+3].[Li+].[H-].[H-].[H-].[C:7]([CH:10]([CH:12]([C:14]([O-])=O)O)O)([O-])=O.[Na+].[K+].[C:19]([O:22][C:23]1[CH:28]=[CH:27][C:26]([CH2:29][C:30]([OH:32])=O)=[CH:25][C:24]=1[O:33][CH3:34])(=[O:21])[CH3:20].O[N:36]1[C:40]2[CH:41]=[CH:42][CH:43]=[CH:44][C:39]=2N=N1.O1CC[CH2:47][CH2:46]1. Product: [C:19]([O:22][C:23]1[CH:28]=[CH:27][C:26]([CH2:29][C:30]([NH:36][CH:40]2[CH2:41][CH2:42][CH:43]([CH:7]=[C:10]([CH2:46][CH3:47])[CH2:12][CH3:14])[CH2:44][CH2:39]2)=[O:32])=[CH:25][C:24]=1[O:33][CH3:34])(=[O:21])[CH3:20]. The catalyst class is: 96. (5) Reactant: [C:1]1([C:7]2[C:16]([N:17]3[CH2:22][CH2:21][N:20]([C:23]4[CH:28]=[CH:27][C:26]([C:29]([F:32])([F:31])[F:30])=[CH:25][CH:24]=4)[CH2:19][CH2:18]3)=[N:15][C:14]3[C:9](=[CH:10][CH:11]=[C:12]([C:33]([O:35]C)=[O:34])[CH:13]=3)[N:8]=2)[CH:6]=[CH:5][CH:4]=[CH:3][CH:2]=1.[OH-].[Na+]. Product: [C:1]1([C:7]2[C:16]([N:17]3[CH2:18][CH2:19][N:20]([C:23]4[CH:28]=[CH:27][C:26]([C:29]([F:31])([F:32])[F:30])=[CH:25][CH:24]=4)[CH2:21][CH2:22]3)=[N:15][C:14]3[C:9](=[CH:10][CH:11]=[C:12]([C:33]([OH:35])=[O:34])[CH:13]=3)[N:8]=2)[CH:2]=[CH:3][CH:4]=[CH:5][CH:6]=1. The catalyst class is: 200.